This data is from Catalyst prediction with 721,799 reactions and 888 catalyst types from USPTO. The task is: Predict which catalyst facilitates the given reaction. Reactant: C(OC([N:8]1[CH2:13][CH2:12][C:11]([C:34]#[N:35])([NH:14][C:15](=[O:33])[CH:16]([NH:24][C:25]([N:27]2[CH2:32][CH2:31][O:30][CH2:29][CH2:28]2)=[O:26])[CH2:17][CH:18]2[CH2:23][CH2:22][CH2:21][CH2:20][CH2:19]2)[CH2:10][CH2:9]1)=O)(C)(C)C.[ClH:36]. Product: [ClH:36].[C:34]([C:11]1([NH:14][C:15]([CH:16]([NH:24][C:25]([N:27]2[CH2:32][CH2:31][O:30][CH2:29][CH2:28]2)=[O:26])[CH2:17][CH:18]2[CH2:19][CH2:20][CH2:21][CH2:22][CH2:23]2)=[O:33])[CH2:10][CH2:9][NH:8][CH2:13][CH2:12]1)#[N:35]. The catalyst class is: 12.